Dataset: Catalyst prediction with 721,799 reactions and 888 catalyst types from USPTO. Task: Predict which catalyst facilitates the given reaction. (1) Reactant: [NH2:1][CH2:2][CH2:3][CH2:4][S:5][C:6]1[C:16]2[CH2:15][CH2:14][N:13](C(OC(C)(C)C)=O)[CH2:12][CH2:11][C:10]=2[CH:9]=[CH:8][C:7]=1[Cl:24].C(N(CC)CC)C.[C:32](Cl)(=[O:39])[C:33]1[CH:38]=[CH:37][CH:36]=[CH:35][CH:34]=1.[F:41][C:42]([F:47])([F:46])[C:43]([OH:45])=[O:44]. Product: [F:41][C:42]([F:47])([F:46])[C:43]([OH:45])=[O:44].[C:32]([NH:1][CH2:2][CH2:3][CH2:4][S:5][C:6]1[C:16]2[CH2:15][CH2:14][NH:13][CH2:12][CH2:11][C:10]=2[CH:9]=[CH:8][C:7]=1[Cl:24])(=[O:39])[C:33]1[CH:38]=[CH:37][CH:36]=[CH:35][CH:34]=1. The catalyst class is: 2. (2) Reactant: [H-].[H-].[H-].[H-].[Li+].[Al+3].[F:7][C:8]1[CH:9]=[C:10]([C@H:16]2[NH:20][C@@H:19]([C:21](OCC)=[O:22])[CH2:18][CH2:17]2)[CH:11]=[C:12]([F:15])[C:13]=1[F:14].O.[OH-].[Na+]. Product: [F:15][C:12]1[CH:11]=[C:10]([C@H:16]2[NH:20][C@@H:19]([CH2:21][OH:22])[CH2:18][CH2:17]2)[CH:9]=[C:8]([F:7])[C:13]=1[F:14]. The catalyst class is: 1. (3) Reactant: C(Cl)(Cl)Cl.[C:5]([O-:8])(=O)[CH3:6].[C:9]([O-:12])(=O)[CH3:10].C([O-])(=O)C.[Cl:17][C:18]1[CH:32]=[CH:31][C:21]([C:22]2[CH:27]=[C:26]([CH2:28][CH3:29])[C:25]([Pb+3])=[CH:24][CH:23]=2)=[CH:20][CH:19]=1.Cl.[C:34]1(C)[CH:39]=CC=[CH:36][CH:35]=1. The catalyst class is: 277. Product: [Cl:17][C:18]1[CH:32]=[CH:31][C:21]([C:22]2[CH:27]=[C:26]([CH2:28][CH3:29])[C:25]([CH:6]3[C:5](=[O:8])[CH:35]4[CH2:36][CH:10]([CH2:39][CH2:34]4)[C:9]3=[O:12])=[CH:24][CH:23]=2)=[CH:20][CH:19]=1. (4) Reactant: [C:1]([N:9]1[C:17]2[C:12](=[CH:13][C:14]([NH2:18])=[CH:15][CH:16]=2)[CH:11]=[CH:10]1)(=[O:8])[C:2]1[CH:7]=[CH:6][CH:5]=[CH:4][CH:3]=1.[S:19](Cl)([CH3:22])(=[O:21])=[O:20].C(N(CC)CC)C.O. Product: [C:1]([N:9]1[C:17]2[C:12](=[CH:13][C:14]([NH:18][S:19]([CH3:22])(=[O:21])=[O:20])=[CH:15][CH:16]=2)[CH:11]=[CH:10]1)(=[O:8])[C:2]1[CH:3]=[CH:4][CH:5]=[CH:6][CH:7]=1. The catalyst class is: 4.